From a dataset of Full USPTO retrosynthesis dataset with 1.9M reactions from patents (1976-2016). Predict the reactants needed to synthesize the given product. (1) Given the product [CH2:11]([O:18][C:19]([N:21]1[CH2:25][CH2:24][CH:23]([CH:26]=[O:27])[CH2:22]1)=[O:20])[C:12]1[CH:17]=[CH:16][CH:15]=[CH:14][CH:13]=1, predict the reactants needed to synthesize it. The reactants are: C(Cl)(=O)C(Cl)=O.CS(C)=O.[CH2:11]([O:18][C:19]([N:21]1[CH2:25][CH2:24][CH:23]([CH2:26][OH:27])[CH2:22]1)=[O:20])[C:12]1[CH:17]=[CH:16][CH:15]=[CH:14][CH:13]=1.C(N(CC)CC)C. (2) Given the product [CH:1]1([C:6]2[O:10][N:9]=[C:8]([C:11]([O:13][CH2:14][CH3:15])=[O:12])[C:7]=2[N+:16]([O-:18])=[O:17])[CH2:2][CH2:3][CH2:4][CH2:5]1, predict the reactants needed to synthesize it. The reactants are: [CH:1]1([C:6]2[O:10][N:9]=[C:8]([C:11]([O:13][CH2:14][CH3:15])=[O:12])[CH:7]=2)[CH2:5][CH2:4][CH2:3][CH2:2]1.[N+:16]([O-])([OH:18])=[O:17].